Dataset: Forward reaction prediction with 1.9M reactions from USPTO patents (1976-2016). Task: Predict the product of the given reaction. (1) Given the reactants [NH:1]1C[C@H](O)C[C@H]1C(O)=O.[C:10]([O:14][C:15]([N:17]1[CH2:21][CH:20]=[C:19]([C:22]2[CH:23]=[N:24][CH:25]=[C:26](Br)[CH:27]=2)[CH2:18]1)=[O:16])([CH3:13])([CH3:12])[CH3:11].N.O, predict the reaction product. The product is: [C:10]([O:14][C:15]([N:17]1[CH2:21][CH:20]=[C:19]([C:22]2[CH:23]=[N:24][CH:25]=[C:26]([NH2:1])[CH:27]=2)[CH2:18]1)=[O:16])([CH3:13])([CH3:12])[CH3:11]. (2) Given the reactants B(Br)(Br)Br.C[O:6][C:7]1[CH:8]=[C:9]2[C:14](=[CH:15][C:16]=1[C:17]1[N:18]=[N:19][C:20]([N:23]([CH3:34])[CH:24]3[CH2:29][C:28]([CH3:31])([CH3:30])[NH:27][C:26]([CH3:33])([CH3:32])[CH2:25]3)=[CH:21][CH:22]=1)[N:13]([CH3:35])[CH:12]=[CH:11][C:10]2=[O:36].CO.[ClH:39], predict the reaction product. The product is: [ClH:39].[OH:6][C:7]1[CH:8]=[C:9]2[C:14](=[CH:15][C:16]=1[C:17]1[N:18]=[N:19][C:20]([N:23]([CH3:34])[CH:24]3[CH2:25][C:26]([CH3:32])([CH3:33])[NH:27][C:28]([CH3:30])([CH3:31])[CH2:29]3)=[CH:21][CH:22]=1)[N:13]([CH3:35])[CH:12]=[CH:11][C:10]2=[O:36]. (3) The product is: [CH2:21]([O:15][C:6]1[C:7]2[CH:14]=[CH:13][C:11](=[O:12])[O:10][C:8]=2[CH:9]=[C:4]2[O:3][CH:2]=[CH:1][C:5]=12)[CH2:20][CH2:19][C:18]#[CH:17]. Given the reactants [CH:1]1[C:5]2=[C:6]([OH:15])[C:7]3[CH:14]=[CH:13][C:11](=[O:12])[O:10][C:8]=3[CH:9]=[C:4]2[O:3][CH:2]=1.Cl[CH2:17][CH2:18][CH2:19][C:20]#[CH:21].C(=O)([O-])[O-].[K+].[K+].[I-].[K+], predict the reaction product. (4) Given the reactants [CH3:1][C:2]1([CH3:12])[O:6][C:5](=[CH:7][C:8](Cl)=[O:9])[C:4](=[O:11])[O:3]1.[C:13]([O:17][C:18](=[O:30])[CH2:19][O:20][NH:21][CH2:22][C:23]1[CH:28]=[CH:27][C:26]([F:29])=[CH:25][CH:24]=1)([CH3:16])([CH3:15])[CH3:14], predict the reaction product. The product is: [C:13]([O:17][C:18](=[O:30])[CH2:19][O:20][N:21]([C:8](=[O:9])[CH:7]=[C:5]1[C:4](=[O:11])[O:3][C:2]([CH3:12])([CH3:1])[O:6]1)[CH2:22][C:23]1[CH:28]=[CH:27][C:26]([F:29])=[CH:25][CH:24]=1)([CH3:16])([CH3:14])[CH3:15]. (5) The product is: [NH2:42][C:39]1[N:40]=[CH:41][C:36]([C:25]2[N:24]=[C:23]3[C:28]([N:29]=[C:21]([N:17]4[CH2:18][CH2:19][N:20]([C:55](=[O:59])[C@@H:56]([OH:57])[CH3:58])[C@H:15]([CH2:13][CH3:14])[CH2:16]4)[N:22]3[CH2:43][C:44]([F:47])([F:46])[F:45])=[C:27]([N:30]3[CH2:31][CH2:32][O:33][CH2:34][CH2:35]3)[N:26]=2)=[CH:37][N:38]=1. Given the reactants Cl.C(N=C=NCCCN(C)C)C.[CH2:13]([C@H:15]1[NH:20][CH2:19][CH2:18][N:17]([C:21]2[N:22]([CH2:43][C:44]([F:47])([F:46])[F:45])[C:23]3[C:28]([N:29]=2)=[C:27]([N:30]2[CH2:35][CH2:34][O:33][CH2:32][CH2:31]2)[N:26]=[C:25]([C:36]2[CH:37]=[N:38][C:39]([NH2:42])=[N:40][CH:41]=2)[N:24]=3)[CH2:16]1)[CH3:14].C(N(CC)CC)C.[C:55](O)(=[O:59])[C@H:56]([CH3:58])[OH:57].ON1C2C=CC=CC=2N=N1, predict the reaction product. (6) The product is: [F:13][C:12]1[CH:11]=[CH:10][CH:9]=[C:8]([F:14])[C:7]=1[N:6]1[C:2]([NH2:1])=[CH:3][CH:4]=[N:5]1. Given the reactants [NH2:1][C:2]1[N:6]([C:7]2[C:12]([F:13])=[CH:11][CH:10]=[CH:9][C:8]=2[F:14])[N:5]=[CH:4][C:3]=1C#N, predict the reaction product. (7) The product is: [NH2:1][C:2]1[N:10]=[CH:9][N:8]=[C:7]2[C:3]=1[N:4]=[CH:5][N:6]2[C@H:11]1[C@@H:15]2[O:16][C:17]([CH3:19])([CH3:20])[O:18][C@@H:14]2[C@@H:13]([CH2:21][N:22]([CH:40]([CH3:42])[CH3:41])[CH:23]2[CH2:26][CH:25]([CH2:27][CH2:28][C:29]([O:31][CH2:32][CH3:33])=[O:30])[CH2:24]2)[O:12]1. Given the reactants [NH2:1][C:2]1[N:10]=[CH:9][N:8]=[C:7]2[C:3]=1[N:4]=[CH:5][N:6]2[C@H:11]1[C@@H:15]2[O:16][C:17]([CH3:20])([CH3:19])[O:18][C@@H:14]2[C@@H:13]([CH2:21][NH:22][CH:23]2[CH2:26][CH:25]([CH2:27][CH2:28][C:29]([O:31][CH2:32][CH3:33])=[O:30])[CH2:24]2)[O:12]1.C(=O)([O-])[O-].[K+].[K+].[CH:40](I)([CH3:42])[CH3:41], predict the reaction product.